Dataset: Catalyst prediction with 721,799 reactions and 888 catalyst types from USPTO. Task: Predict which catalyst facilitates the given reaction. (1) Reactant: [F:1][CH2:2][CH2:3][CH2:4][CH2:5][CH2:6][CH2:7][O:8][C:9]1[CH:14]=[CH:13][C:12]([CH2:15][CH2:16][C@@:17]2([CH2:23][O:24][P:25](=[O:36])([O:31]C(C)(C)C)[O:26]C(C)(C)C)[CH2:21][O:20]C(C)=[N:18]2)=[CH:11][CH:10]=1.Cl. Product: [NH2:18][C@:17]([CH2:21][OH:20])([CH2:16][CH2:15][C:12]1[CH:13]=[CH:14][C:9]([O:8][CH2:7][CH2:6][CH2:5][CH2:4][CH2:3][CH2:2][F:1])=[CH:10][CH:11]=1)[CH2:23][O:24][P:25](=[O:26])([OH:31])[OH:36]. The catalyst class is: 8. (2) Reactant: [NH2:1][CH2:2][CH2:3][CH2:4][N:5]1[CH2:10][CH2:9][N:8]([CH2:11][CH2:12][CH2:13][NH2:14])[CH2:7][CH2:6]1.[N:15]1[C:24]2[C:19](=[CH:20][CH:21]=[CH:22][CH:23]=2)[C:18]([CH:25]=O)=[CH:17][CH:16]=1.[BH4-].[Na+].O. Product: [N:15]1[C:24]2[C:19](=[CH:20][CH:21]=[CH:22][CH:23]=2)[C:18]([CH2:25][NH:14][CH2:13][CH2:12][CH2:11][N:8]2[CH2:7][CH2:6][N:5]([CH2:4][CH2:3][CH2:2][NH:1][CH2:25][C:18]3[C:19]4[C:24](=[CH:23][CH:22]=[CH:21][CH:20]=4)[N:15]=[CH:16][CH:17]=3)[CH2:10][CH2:9]2)=[CH:17][CH:16]=1. The catalyst class is: 8. (3) Reactant: [C:1]([O:12]C)(=[O:11])[C:2]1[CH:10]=[CH:9][C:5]([C:6]([O-])=O)=[CH:4][CH:3]=1.S(Cl)(Cl)=O.[Cl:18][C:19]1[CH:20]=[C:21]([CH2:25][N:26]([C:28]([NH2:30])=[S:29])[NH2:27])[CH:22]=[CH:23][CH:24]=1. Product: [Cl:18][C:19]1[CH:20]=[C:21]([CH2:25][N:26]2[C:28](=[S:29])[NH:30][C:6]([C:5]3[CH:9]=[CH:10][C:2]([C:1]([OH:12])=[O:11])=[CH:3][CH:4]=3)=[N:27]2)[CH:22]=[CH:23][CH:24]=1. The catalyst class is: 17.